Regression. Given a peptide amino acid sequence and an MHC pseudo amino acid sequence, predict their binding affinity value. This is MHC class II binding data. From a dataset of Peptide-MHC class II binding affinity with 134,281 pairs from IEDB. The peptide sequence is CSAVPVHWVPTSRTTW. The MHC is DRB3_0101 with pseudo-sequence DRB3_0101. The binding affinity (normalized) is 0.283.